Predict the reactants needed to synthesize the given product. From a dataset of Full USPTO retrosynthesis dataset with 1.9M reactions from patents (1976-2016). Given the product [CH2:15]([C:2]1[C:11]2[C:6](=[CH:7][CH:8]=[CH:9][CH:10]=2)[N:5]=[CH:4][C:3]=1[N+:12]([O-:14])=[O:13])[CH:16]([CH3:18])[CH3:17], predict the reactants needed to synthesize it. The reactants are: Cl[C:2]1[C:11]2[C:6](=[CH:7][CH:8]=[CH:9][CH:10]=2)[N:5]=[CH:4][C:3]=1[N+:12]([O-:14])=[O:13].[CH2:15](N)[CH:16]([CH3:18])[CH3:17].C(N(CC)CC)C.